From a dataset of Reaction yield outcomes from USPTO patents with 853,638 reactions. Predict the reaction yield, written as a fraction of the theoretical maximum amount of product (1.0 means a 100% yield; for example, 0.34 means a 34% yield). (1) The reactants are [C:1](OC(=O)C)(=[O:3])[CH3:2].C(N(CC)CC)C.[CH3:15][C:16]1[O:20][N:19]=[C:18]([C:21]2[CH:26]=[CH:25][CH:24]=[C:23]([F:27])[CH:22]=2)[C:17]=1[C:28]1[CH:33]=[CH:32][C:31]([S:34]([NH2:37])(=[O:36])=[O:35])=[CH:30][CH:29]=1. The catalyst is O1CCCC1. The product is [F:27][C:23]1[CH:22]=[C:21]([C:18]2[C:17]([C:28]3[CH:29]=[CH:30][C:31]([S:34]([NH:37][C:1](=[O:3])[CH3:2])(=[O:36])=[O:35])=[CH:32][CH:33]=3)=[C:16]([CH3:15])[O:20][N:19]=2)[CH:26]=[CH:25][CH:24]=1. The yield is 0.810. (2) The reactants are [F:1][C:2]1[CH:3]=[C:4]([CH:46]=[C:47]([F:49])[CH:48]=1)[CH2:5][C:6]1[CH:7]=[C:8]2[C:12](=[CH:13][CH:14]=1)[N:11](C(C1C=CC=CC=1)(C1C=CC=CC=1)C1C=CC=CC=1)[N:10]=[C:9]2[NH:34][C:35](=[O:45])[C:36]1[CH:41]=[C:40]([CH:42]=[O:43])[CH:39]=[CH:38][C:37]=1[F:44].Cl. The catalyst is O1CCOCC1. The product is [F:1][C:2]1[CH:3]=[C:4]([CH:46]=[C:47]([F:49])[CH:48]=1)[CH2:5][C:6]1[CH:7]=[C:8]2[C:12](=[CH:13][CH:14]=1)[NH:11][N:10]=[C:9]2[NH:34][C:35](=[O:45])[C:36]1[CH:41]=[C:40]([CH:42]=[O:43])[CH:39]=[CH:38][C:37]=1[F:44]. The yield is 0.770.